This data is from Reaction yield outcomes from USPTO patents with 853,638 reactions. The task is: Predict the reaction yield, written as a fraction of the theoretical maximum amount of product (1.0 means a 100% yield; for example, 0.34 means a 34% yield). (1) The reactants are Br[CH2:2][C:3]1[CH:8]=[CH:7][CH:6]=[CH:5][C:4]=1/[C:9](=[CH:14]\[O:15][CH3:16])/[C:10]([O:12][CH3:13])=[O:11].[OH:17][C:18]1[CH:19]=[C:20]([CH:23]=[CH:24][CH:25]=1)[CH:21]=[O:22].C(=O)([O-])[O-].[K+].[K+].O. The catalyst is C(#N)C. The product is [CH:21]([C:20]1[CH:19]=[C:18]([CH:25]=[CH:24][CH:23]=1)[O:17][CH2:2][C:3]1[CH:8]=[CH:7][CH:6]=[CH:5][C:4]=1/[C:9](=[CH:14]\[O:15][CH3:16])/[C:10]([O:12][CH3:13])=[O:11])=[O:22]. The yield is 0.870. (2) The reactants are [CH3:1][C:2]1[CH:3]=[C:4]([C:8](=[O:11])[CH2:9][CH3:10])[CH:5]=[CH:6][CH:7]=1.[Br:12]Br. The catalyst is C(Cl)Cl. The product is [Br:12][CH:9]([CH3:10])[C:8]([C:4]1[CH:5]=[CH:6][CH:7]=[C:2]([CH3:1])[CH:3]=1)=[O:11]. The yield is 0.960. (3) The reactants are [C:1]([CH2:3][C:4]1[CH:5]=[C:6]([CH:11]=[CH:12][CH:13]=1)[C:7]([O:9][CH3:10])=[O:8])#[N:2].[H-].[Na+].Br[CH2:17][CH2:18][O:19][CH2:20][CH2:21]Br. The catalyst is CS(C)=O. The product is [C:1]([C:3]1([C:4]2[CH:5]=[C:6]([CH:11]=[CH:12][CH:13]=2)[C:7]([O:9][CH3:10])=[O:8])[CH2:21][CH2:20][O:19][CH2:18][CH2:17]1)#[N:2]. The yield is 0.460. (4) The reactants are [OH:1][C:2]1[CH:9]=[CH:8][C:5]([CH:6]=[O:7])=[CH:4][CH:3]=1.Cl.[CH3:11][N:12]([CH2:14][CH2:15]Cl)[CH3:13].CN(C)C=O.C(=O)([O-])[O-].[K+].[K+]. The catalyst is C(OC(C)C)(C)C.O. The product is [CH3:11][N:12]([CH3:13])[CH2:14][CH2:15][O:1][C:2]1[CH:9]=[CH:8][C:5]([CH:6]=[O:7])=[CH:4][CH:3]=1. The yield is 0.210. (5) The reactants are [OH-].[K+].[C:3]([OH:11])(=[O:10])[C:4]1[CH:9]=[CH:8][CH:7]=[CH:6][CH:5]=1.CN(C=O)C.Cl[CH:18]([C:22](=[O:24])[CH3:23])[C:19](=[O:21])[CH3:20]. The catalyst is O. The product is [C:3]([O:11][CH:18]([C:22](=[O:24])[CH3:23])[C:19](=[O:21])[CH3:20])(=[O:10])[C:4]1[CH:9]=[CH:8][CH:7]=[CH:6][CH:5]=1. The yield is 0.961. (6) The reactants are [CH3:13][C:12]([O:11][C:9](O[C:9]([O:11][C:12]([CH3:15])([CH3:14])[CH3:13])=[O:10])=[O:10])([CH3:15])[CH3:14].[CH2:16]([N:23](C)[C:24]([CH:26]1[CH2:29][C:28](=[O:30])[CH2:27]1)=O)C1C=CC=CC=1.CNC[C@@H]1C[C@H](O)C1.CCN(CC)CC. The product is [OH:30][C@@H:28]1[CH2:29][C@H:26]([CH2:24][N:23]([CH3:16])[C:9](=[O:10])[O:11][C:12]([CH3:13])([CH3:14])[CH3:15])[CH2:27]1. The catalyst is C1COCC1.C(Cl)(Cl)(Cl)Cl. The yield is 0.700.